From a dataset of Catalyst prediction with 721,799 reactions and 888 catalyst types from USPTO. Predict which catalyst facilitates the given reaction. (1) Reactant: Br[CH:2]([CH3:4])[CH3:3].C(=O)([O-])[O-].[K+].[K+].[Br:11][C:12]1[CH:17]=[CH:16][C:15]([F:18])=[CH:14][C:13]=1[OH:19]. Product: [Br:11][C:12]1[CH:17]=[CH:16][C:15]([F:18])=[CH:14][C:13]=1[O:19][CH:2]([CH3:4])[CH3:3]. The catalyst class is: 21. (2) Product: [ClH:39].[CH3:1][C:2]1[C:7]([O:8][C:9]2[C:10]([NH:22][C:23]3[S:27][N:26]=[C:25]([C@H:28]([OH:29])[CH2:32][OH:31])[N:24]=3)=[N:11][CH:12]=[C:13]([S:15][C:16]3[CH:21]=[CH:20][CH:19]=[CH:18][N:17]=3)[CH:14]=2)=[C:6]([CH3:38])[CH:5]=[CH:4][N:3]=1. Reactant: [CH3:1][C:2]1[C:7]([O:8][C:9]2[C:10]([NH:22][C:23]3[S:27][N:26]=[C:25]([CH:28]4[CH2:32][O:31]C5(CCCCC5)[O:29]4)[N:24]=3)=[N:11][CH:12]=[C:13]([S:15][C:16]3[CH:21]=[CH:20][CH:19]=[CH:18][N:17]=3)[CH:14]=2)=[C:6]([CH3:38])[CH:5]=[CH:4][N:3]=1.[ClH:39].CCOCC. The catalyst class is: 8. (3) Reactant: [CH3:1][O:2][C:3]1[CH:8]=[CH:7][CH:6]=[CH:5][C:4]=1[CH:9]=[CH:10][C:11]1[N:12]([CH3:16])[CH:13]=[CH:14][CH:15]=1.[C:17]1(=[O:23])[NH:21][C:20](=[O:22])[CH:19]=[CH:18]1. Product: [CH3:1][O:2][C:3]1[CH:8]=[CH:7][CH:6]=[CH:5][C:4]=1[CH:9]1[CH2:10][C:11]2[N:12]([CH3:16])[CH:13]=[CH:14][C:15]=2[CH:18]2[CH:19]1[C:20](=[O:22])[NH:21][C:17]2=[O:23]. The catalyst class is: 27. (4) Reactant: [C:1]([O:5][C:6]([N:8]1[CH2:13][CH2:12][C:11](=[O:14])[C:10]([CH3:16])([CH3:15])[CH2:9]1)=[O:7])([CH3:4])([CH3:3])[CH3:2].[BH4-].[Na+]. Product: [C:1]([O:5][C:6]([N:8]1[CH2:13][CH2:12][CH:11]([OH:14])[C:10]([CH3:16])([CH3:15])[CH2:9]1)=[O:7])([CH3:4])([CH3:2])[CH3:3]. The catalyst class is: 8. (5) Reactant: [CH:1]1([C:4]2[N:9]=[CH:8][C:7]([C:10]3[CH:15]=[CH:14][CH:13]=[CH:12][C:11]=3[S:16][C:17]([CH3:24])([CH3:23])[C:18]([O:20]CC)=[O:19])=[CH:6][CH:5]=2)[CH2:3][CH2:2]1.[OH-].[Na+]. Product: [CH:1]1([C:4]2[N:9]=[CH:8][C:7]([C:10]3[CH:15]=[CH:14][CH:13]=[CH:12][C:11]=3[S:16][C:17]([CH3:24])([CH3:23])[C:18]([OH:20])=[O:19])=[CH:6][CH:5]=2)[CH2:2][CH2:3]1. The catalyst class is: 5. (6) Reactant: [Cl:1][C:2]1[CH:11]=[C:10]2[C:5]([C:6](=[O:26])[N:7]([S:13]([C:16]3[CH:17]=[C:18]([NH2:25])[C:19](=[CH:23][CH:24]=3)[C:20]([OH:22])=[O:21])(=[O:15])=[O:14])[C:8](=[O:12])[NH:9]2)=[CH:4][CH:3]=1.[OH-].[Na+:28].O. Product: [Na+:28].[Cl:1][C:2]1[CH:11]=[C:10]2[C:5]([C:6](=[O:26])[N:7]([S:13]([C:16]3[CH:17]=[C:18]([NH2:25])[C:19](=[CH:23][CH:24]=3)[C:20]([O-:22])=[O:21])(=[O:15])=[O:14])[C:8](=[O:12])[NH:9]2)=[CH:4][CH:3]=1. The catalyst class is: 1. (7) Reactant: [NH:1]1[CH2:6][CH2:5][O:4][CH2:3][CH:2]1[C:7]([OH:9])=[O:8].[CH:10](O)=[O:11].C(OC(=O)C)(=O)C. Product: [CH:10]([N:1]1[CH2:6][CH2:5][O:4][CH2:3][CH:2]1[C:7]([OH:9])=[O:8])=[O:11]. The catalyst class is: 6.